This data is from Full USPTO retrosynthesis dataset with 1.9M reactions from patents (1976-2016). The task is: Predict the reactants needed to synthesize the given product. (1) Given the product [CH2:15]([N:11]1[C:12]2[C:7](=[C:6]([OH:34])[C:5]([C:3]([NH:35][CH2:36][CH2:37][C:38]([OH:40])=[O:39])=[O:4])=[N:14][CH:13]=2)[CH:8]=[C:9]([C:23]2[CH:28]=[CH:27][C:26]([O:29][C:30]([F:31])([F:32])[F:33])=[CH:25][CH:24]=2)[C:10]1=[O:22])[C:16]1[CH:17]=[CH:18][CH:19]=[CH:20][CH:21]=1, predict the reactants needed to synthesize it. The reactants are: CO[C:3]([C:5]1[C:6]([OH:34])=[C:7]2[C:12](=[CH:13][N:14]=1)[N:11]([CH2:15][C:16]1[CH:21]=[CH:20][CH:19]=[CH:18][CH:17]=1)[C:10](=[O:22])[C:9]([C:23]1[CH:28]=[CH:27][C:26]([O:29][C:30]([F:33])([F:32])[F:31])=[CH:25][CH:24]=1)=[CH:8]2)=[O:4].[NH2:35][CH2:36][CH2:37][C:38]([OH:40])=[O:39].C[O-].[Na+]. (2) Given the product [F:31][C:30]([F:32])([F:33])[C:28]1[CH:29]=[C:24]([C:22]2[N:23]=[C:13]([CH2:12][N:8]3[C:9]4[C:5](=[C:4]([C:16]([F:19])([F:18])[F:17])[C:3]([C:1]#[N:2])=[CH:11][CH:10]=4)[CH:6]=[CH:7]3)[O:15][N:21]=2)[CH:25]=[C:26]([C:34]([F:37])([F:36])[F:35])[CH:27]=1, predict the reactants needed to synthesize it. The reactants are: [C:1]([C:3]1[C:4]([C:16]([F:19])([F:18])[F:17])=[C:5]2[C:9](=[CH:10][CH:11]=1)[N:8]([CH2:12][C:13]([OH:15])=O)[CH:7]=[CH:6]2)#[N:2].O[NH:21][C:22]([C:24]1[CH:29]=[C:28]([C:30]([F:33])([F:32])[F:31])[CH:27]=[C:26]([C:34]([F:37])([F:36])[F:35])[CH:25]=1)=[NH:23]. (3) Given the product [F:27][C:21]1[CH:22]=[C:23]([I:26])[CH:24]=[CH:25][C:20]=1[NH:19][C:11]1[S:12][C:13]2=[N:14][CH:15]=[CH:16][CH:17]=[C:18]2[C:10]=1[S:7]([N:5]1[CH2:6][CH:3]([CH2:2][NH:1][CH2:39][CH2:38][C:37]([O:41][CH2:42][CH3:43])=[O:40])[CH2:4]1)(=[O:8])=[O:9], predict the reactants needed to synthesize it. The reactants are: [NH2:1][CH2:2][CH:3]1[CH2:6][N:5]([S:7]([C:10]2[C:18]3[C:13](=[N:14][CH:15]=[CH:16][CH:17]=3)[S:12][C:11]=2[NH:19][C:20]2[CH:25]=[CH:24][C:23]([I:26])=[CH:22][C:21]=2[F:27])(=[O:9])=[O:8])[CH2:4]1.C(N(CC)C(C)C)(C)C.[C:37]([O:41][CH2:42][CH3:43])(=[O:40])[CH:38]=[CH2:39].CCOC(C)=O. (4) Given the product [Cl:1][CH2:2][CH2:3][CH2:4][C:5]1[S:9][C:8]([C:10]2[CH:15]=[CH:14][CH:13]=[CH:12][CH:11]=2)=[N:7][C:6]=1[C:16]([NH:39][C:38]1[CH:40]=[CH:41][CH:42]=[CH:43][C:37]=1[C:29]1[S:30][C:31]2[C:36]([N:28]=1)=[CH:35][CH:34]=[CH:33][N:32]=2)=[O:17], predict the reactants needed to synthesize it. The reactants are: [Cl:1][CH2:2][CH2:3][CH2:4][C:5]1[S:9][C:8]([C:10]2[CH:15]=[CH:14][CH:13]=[CH:12][CH:11]=2)=[N:7][C:6]=1[C:16](Cl)=[O:17].CCN(C(C)C)C(C)C.[N:28]1[C:36]2[C:31](=[N:32][CH:33]=[CH:34][CH:35]=2)[S:30][C:29]=1[C:37]1[CH:43]=[CH:42][CH:41]=[CH:40][C:38]=1[NH2:39]. (5) Given the product [CH3:1][N:3]1[CH2:6][CH2:7][C:24]2[N:25]=[C:20]([NH:19][C:16]3[CH:17]=[CH:18][C:13]([C:12]4[O:8][CH:9]=[N:10][CH:11]=4)=[CH:14][CH:15]=3)[N:21]=[C:22]([NH:30][C:31]3[CH:36]=[CH:35][CH:34]=[CH:33][CH:32]=3)[C:5]=2[CH2:4]1, predict the reactants needed to synthesize it. The reactants are: [CH2:1]([N:3]([CH2:6][CH3:7])[CH2:4][CH3:5])C.[O:8]1[C:12]([C:13]2[CH:18]=[CH:17][C:16]([NH:19][C:20]3[N:21]=[C:22]([NH:30][C:31]4[CH:36]=[CH:35][CH:34]=[CH:33][CH:32]=4)C4CNCC[C:24]=4[N:25]=3)=[CH:15][CH:14]=2)=[CH:11][N:10]=[CH:9]1.IC. (6) The reactants are: [F:1][C:2]([F:44])([F:43])[C:3]1[CH:4]=[C:5]([CH:40]=[CH:41][CH:42]=1)[CH2:6][NH:7][C:8](=[O:39])[C:9]1[CH:14]=[CH:13][N:12]=[C:11]([C:15]2[CH:20]=[C:19]([N:21]3[CH2:26][CH2:25][CH2:24][CH2:23][CH2:22]3)[CH:18]=[CH:17][C:16]=2[NH:27][C:28](=[O:38])[C:29]2([CH2:35][NH:36][CH3:37])[CH:34]=[CH:33][CH:32]=[CH:31][NH:30]2)[CH:10]=1.[O:45]1[CH2:50][CH2:49][N:48]([CH2:51][C:52]([OH:54])=O)[CH2:47][CH2:46]1.CCN=C=NCCCN(C)C.Cl. Given the product [F:43][C:2]([F:1])([F:44])[C:3]1[CH:4]=[C:5]([CH:40]=[CH:41][CH:42]=1)[CH2:6][NH:7][C:8](=[O:39])[C:9]1[CH:14]=[CH:13][N:12]=[C:11]([C:15]2[CH:20]=[C:19]([N:21]3[CH2:26][CH2:25][CH2:24][CH2:23][CH2:22]3)[CH:18]=[CH:17][C:16]=2[NH:27][C:28](=[O:38])[C:29]2([CH2:35][N:36]([CH3:37])[C:52](=[O:54])[CH2:51][N:48]3[CH2:47][CH2:46][O:45][CH2:50][CH2:49]3)[CH:34]=[CH:33][CH:32]=[CH:31][NH:30]2)[CH:10]=1, predict the reactants needed to synthesize it.